Dataset: Catalyst prediction with 721,799 reactions and 888 catalyst types from USPTO. Task: Predict which catalyst facilitates the given reaction. (1) Reactant: [N+:1]([C:4]1[CH:5]=[CH:6][C:7]([S:10]([NH:13][C:14]2[CH:23]=[C:22]3[C:17]([C:18]([CH3:30])=[C:19]([CH2:25][C:26]([O:28]C)=[O:27])[C:20](=[O:24])[O:21]3)=[CH:16][CH:15]=2)(=[O:12])=[O:11])=[N:8][CH:9]=1)([O-:3])=[O:2].Cl. Product: [N+:1]([C:4]1[CH:5]=[CH:6][C:7]([S:10]([NH:13][C:14]2[CH:23]=[C:22]3[C:17]([C:18]([CH3:30])=[C:19]([CH2:25][C:26]([OH:28])=[O:27])[C:20](=[O:24])[O:21]3)=[CH:16][CH:15]=2)(=[O:11])=[O:12])=[N:8][CH:9]=1)([O-:3])=[O:2]. The catalyst class is: 20. (2) Reactant: C(N(CC)CC)C.Cl[CH2:9][CH2:10][CH2:11][C:12](Cl)=[O:13].O1CCCC1.[CH2:20]([N:23]1[C:31](=[O:32])[C:30]2[C:25](=[N:26][C:27]([NH:33][C:34]3[CH:39]=[CH:38][C:37]([N:40]4[CH2:45][CH2:44][N:43]([CH3:46])[CH2:42][CH2:41]4)=[CH:36][CH:35]=3)=[N:28][CH:29]=2)[N:24]1[C:47]1[CH:52]=[CH:51][CH:50]=[C:49]([NH2:53])[N:48]=1)[CH:21]=[CH2:22]. Product: [CH2:20]([N:23]1[C:31](=[O:32])[C:30]2[C:25](=[N:26][C:27]([NH:33][C:34]3[CH:39]=[CH:38][C:37]([N:40]4[CH2:41][CH2:42][N:43]([CH3:46])[CH2:44][CH2:45]4)=[CH:36][CH:35]=3)=[N:28][CH:29]=2)[N:24]1[C:47]1[CH:52]=[CH:51][CH:50]=[C:49]([N:53]2[CH2:9][CH2:10][CH2:11][C:12]2=[O:13])[N:48]=1)[CH:21]=[CH2:22]. The catalyst class is: 6. (3) The catalyst class is: 87. Reactant: [F:1][C:2]1([F:25])[CH2:7][N:6]([C:8]2[C:13]([Cl:14])=[CH:12][C:11]([Cl:15])=[CH:10][C:9]=2[Cl:16])[S:5](=[O:18])(=[O:17])[N:4]([CH2:19][C:20]([O:22]CC)=[O:21])[CH2:3]1.C(OCC)(=O)C.Cl. Product: [F:25][C:2]1([F:1])[CH2:7][N:6]([C:8]2[C:9]([Cl:16])=[CH:10][C:11]([Cl:15])=[CH:12][C:13]=2[Cl:14])[S:5](=[O:18])(=[O:17])[N:4]([CH2:19][C:20]([OH:22])=[O:21])[CH2:3]1. (4) Reactant: [CH2:1]([N:8]1[C:13](=[O:14])[C:12]2[CH2:15][CH2:16][CH2:17][C:11]=2[N:10]=[C:9]1[CH:18](Br)[CH2:19][CH3:20])[C:2]1[CH:7]=[CH:6][CH:5]=[CH:4][CH:3]=1.[CH3:22][N:23]([CH3:27])[CH2:24][CH2:25][NH2:26]. Product: [CH2:1]([N:8]1[C:13](=[O:14])[C:12]2[CH2:15][CH2:16][CH2:17][C:11]=2[N:10]=[C:9]1[CH:18]([NH:26][CH2:25][CH2:24][N:23]([CH3:27])[CH3:22])[CH2:19][CH3:20])[C:2]1[CH:7]=[CH:6][CH:5]=[CH:4][CH:3]=1. The catalyst class is: 351. (5) Reactant: C(OC(=O)[NH:7][C@@H:8]1[CH2:13][C@@H:12]([CH3:14])[CH2:11][N:10]([C:15](=[O:17])[CH3:16])[CH2:9]1)(C)(C)C.[ClH:19].O1CCOCC1. Product: [ClH:19].[NH2:7][C@@H:8]1[CH2:13][C@@H:12]([CH3:14])[CH2:11][N:10]([C:15](=[O:17])[CH3:16])[CH2:9]1. The catalyst class is: 2. (6) Reactant: C1C[O:4]CC1.[CH2:6]([C:9]1([OH:22])[CH2:14][CH2:13][N:12]([C:15]([O:17][C:18]([CH3:21])([CH3:20])[CH3:19])=[O:16])[CH2:11][CH2:10]1)[CH:7]=[CH2:8].[OH-].[Na+].OO. Product: [OH:22][C:9]1([CH2:6][CH2:7][CH2:8][OH:4])[CH2:14][CH2:13][N:12]([C:15]([O:17][C:18]([CH3:21])([CH3:20])[CH3:19])=[O:16])[CH2:11][CH2:10]1. The catalyst class is: 6. (7) Reactant: [Cl:1]C(OC(Cl)C)=O.[F:8][C:9]1[CH:14]=[CH:13][C:12]([C@@H:15]2[O:20][CH2:19][CH2:18][N:17](CC3C=CC=CC=3)[CH2:16]2)=[CH:11][CH:10]=1. Product: [ClH:1].[F:8][C:9]1[CH:10]=[CH:11][C:12]([C@@H:15]2[O:20][CH2:19][CH2:18][NH:17][CH2:16]2)=[CH:13][CH:14]=1. The catalyst class is: 68. (8) Reactant: C[O:2][C:3]1[N:4]=[CH:5][CH:6]=[C:7]2[C:11]([C:12]3[CH:17]=[C:16]([CH2:18][S:19]([CH3:22])(=[O:21])=[O:20])[CH:15]=[CH:14][C:13]=3[NH:23][C:24]3[CH:29]=[CH:28][CH:27]=[CH:26][N:25]=3)=[CH:10][N:9]([CH3:30])[C:8]=12.Cl. Product: [CH3:30][N:9]1[C:8]2[C:3](=[O:2])[NH:4][CH:5]=[CH:6][C:7]=2[C:11]([C:12]2[CH:17]=[C:16]([CH2:18][S:19]([CH3:22])(=[O:20])=[O:21])[CH:15]=[CH:14][C:13]=2[NH:23][C:24]2[CH:29]=[CH:28][CH:27]=[CH:26][N:25]=2)=[CH:10]1. The catalyst class is: 5. (9) Reactant: C(OC(=O)[NH:7][C@H:8]([CH2:20][CH:21]=[CH2:22])[CH2:9][O:10][CH2:11][C:12]1[CH:17]=[CH:16][CH:15]=[CH:14][C:13]=1[CH2:18][Br:19])(C)(C)C. Product: [Br:19][CH2:18][C:13]1[CH:14]=[CH:15][CH:16]=[CH:17][C:12]=1[CH2:11][O:10][CH2:9][C@H:8]([NH2:7])[CH2:20][CH:21]=[CH2:22]. The catalyst class is: 137. (10) Reactant: C(O)C.CC(C)([O-])C.[K+].C(O[C:13](=[O:33])[CH2:14][CH2:15][N:16]([CH2:25][C@H:26]([O:28][Si](C)(C)C)[CH3:27])[C:17](=[O:24])[CH2:18][C:19]([O:21][CH2:22][CH3:23])=[O:20])C. Product: [OH:28][C@H:26]([CH3:27])[CH2:25][N:16]1[CH2:15][CH2:14][C:13](=[O:33])[CH:18]([C:19]([O:21][CH2:22][CH3:23])=[O:20])[C:17]1=[O:24]. The catalyst class is: 7.